From a dataset of Catalyst prediction with 721,799 reactions and 888 catalyst types from USPTO. Predict which catalyst facilitates the given reaction. Reactant: Br[C:2]1[CH:3]=[C:4]([NH:10][C@H:11]2[C@@H:16]([NH:17][C:18](=[O:24])[O:19][C:20]([CH3:23])([CH3:22])[CH3:21])[CH2:15][CH2:14][S:13](=[O:26])(=[O:25])[CH2:12]2)[CH:5]=[N:6][C:7]=1[C:8]#[N:9].[CH3:27][O:28][C:29]1[CH:34]=[C:33]([CH3:35])[N:32]=[C:31]([NH2:36])[CH:30]=1.C(=O)([O-])[O-].[Cs+].[Cs+]. Product: [C:8]([C:7]1[N:6]=[CH:5][C:4]([NH:10][C@H:11]2[C@@H:16]([NH:17][C:18](=[O:24])[O:19][C:20]([CH3:23])([CH3:22])[CH3:21])[CH2:15][CH2:14][S:13](=[O:26])(=[O:25])[CH2:12]2)=[CH:3][C:2]=1[NH:36][C:31]1[CH:30]=[C:29]([O:28][CH3:27])[CH:34]=[C:33]([CH3:35])[N:32]=1)#[N:9]. The catalyst class is: 110.